This data is from Reaction yield outcomes from USPTO patents with 853,638 reactions. The task is: Predict the reaction yield, written as a fraction of the theoretical maximum amount of product (1.0 means a 100% yield; for example, 0.34 means a 34% yield). (1) The reactants are C(=O)([O-])[O-].[Cs+].[Cs+].[F:7][C:8]1[C:13]([F:14])=[C:12]([OH:15])[CH:11]=[CH:10][C:9]=1[CH2:16][N:17]1[C:26](=[O:27])[C:25]([C:28]([NH:30][C:31]2[CH:36]=[CH:35][C:34]([C:37]([F:40])([F:39])[F:38])=[CH:33][C:32]=2[C:41]2[CH:46]=[C:45]([C:47]([F:50])([F:49])[F:48])[N:44]=[CH:43][N:42]=2)=[O:29])=[C:24]([OH:51])[C:19]2([CH2:23][CH2:22][CH2:21][CH2:20]2)[N:18]1[CH3:52].Br[CH2:54][CH2:55][CH2:56][C:57]([O:59][CH3:60])=[O:58].Cl. The catalyst is C(#N)C.CN(C)C=O. The product is [F:14][C:13]1[C:8]([F:7])=[C:9]([CH2:16][N:17]2[C:26](=[O:27])[C:25]([C:28](=[O:29])[NH:30][C:31]3[CH:36]=[CH:35][C:34]([C:37]([F:38])([F:39])[F:40])=[CH:33][C:32]=3[C:41]3[CH:46]=[C:45]([C:47]([F:48])([F:49])[F:50])[N:44]=[CH:43][N:42]=3)=[C:24]([OH:51])[C:19]3([CH2:20][CH2:21][CH2:22][CH2:23]3)[N:18]2[CH3:52])[CH:10]=[CH:11][C:12]=1[O:15][CH2:54][CH2:55][CH2:56][C:57]([O:59][CH3:60])=[O:58]. The yield is 0.370. (2) The reactants are Cl.[CH:2]1([C:5]2[C:6]([N:25]([C:30]3[CH:35]=[C:34]([CH2:36]OCOC)[C:33]([B:41]4[O:45]C(C)(C)C(C)(C)[O:42]4)=[C:32]([F:50])[CH:31]=3)[S:26]([CH3:29])(=[O:28])=[O:27])=[CH:7][C:8]3[O:12][C:11]([C:13]4[CH:18]=[CH:17][C:16]([F:19])=[CH:15][CH:14]=4)=[C:10]([C:20]([NH:22][CH3:23])=[O:21])[C:9]=3[CH:24]=2)[CH2:4][CH2:3]1. The catalyst is C1COCC1.CO.C(Cl)Cl. The product is [CH:2]1([C:5]2[C:6]([N:25]([C:30]3[CH:31]=[C:32]([F:50])[C:33]4[B:41]([OH:42])[O:45][CH2:36][C:34]=4[CH:35]=3)[S:26]([CH3:29])(=[O:27])=[O:28])=[CH:7][C:8]3[O:12][C:11]([C:13]4[CH:18]=[CH:17][C:16]([F:19])=[CH:15][CH:14]=4)=[C:10]([C:20]([NH:22][CH3:23])=[O:21])[C:9]=3[CH:24]=2)[CH2:4][CH2:3]1. The yield is 0.0624. (3) The reactants are [CH3:1][S:2]([C:5]1[CH:10]=[CH:9][C:8](F)=[CH:7][C:6]=1[F:12])(=[O:4])=[O:3].[CH3:13][O:14][C:15]([C:17]1[CH:27]=[C:26]([OH:28])[C:20]2[CH2:21][C:22]([CH3:25])([CH3:24])[O:23][C:19]=2[CH:18]=1)=[O:16].C([O-])([O-])=O.[Cs+].[Cs+]. The catalyst is CN(C=O)C. The product is [CH3:13][O:14][C:15]([C:17]1[CH:27]=[C:26]([O:28][C:8]2[CH:9]=[CH:10][C:5]([S:2]([CH3:1])(=[O:4])=[O:3])=[C:6]([F:12])[CH:7]=2)[C:20]2[CH2:21][C:22]([CH3:25])([CH3:24])[O:23][C:19]=2[CH:18]=1)=[O:16]. The yield is 0.680. (4) The reactants are Cl[C:2]1[N:7]=[C:6]([O:8][CH:9]2[CH2:14][CH2:13][O:12][CH2:11][CH2:10]2)[C:5]([N+:15]([O-:17])=[O:16])=[CH:4][CH:3]=1.[O:18]1[CH:22]=[CH:21][C:20](B(O)O)=[CH:19]1.C(=O)([O-])[O-].[K+].[K+]. The catalyst is O1CCOCC1.O.CCOC(C)=O.C1C=CC([P]([Pd]([P](C2C=CC=CC=2)(C2C=CC=CC=2)C2C=CC=CC=2)([P](C2C=CC=CC=2)(C2C=CC=CC=2)C2C=CC=CC=2)[P](C2C=CC=CC=2)(C2C=CC=CC=2)C2C=CC=CC=2)(C2C=CC=CC=2)C2C=CC=CC=2)=CC=1. The product is [O:18]1[CH:22]=[CH:21][C:20]([C:2]2[N:7]=[C:6]([O:8][CH:9]3[CH2:14][CH2:13][O:12][CH2:11][CH2:10]3)[C:5]([N+:15]([O-:17])=[O:16])=[CH:4][CH:3]=2)=[CH:19]1. The yield is 0.660.